This data is from Full USPTO retrosynthesis dataset with 1.9M reactions from patents (1976-2016). The task is: Predict the reactants needed to synthesize the given product. (1) Given the product [F:30][CH:2]([F:1])[C@@H:3]1[O:21][CH2:20][C@:6]2([C:22]3[CH:27]=[CH:26][C:25]([F:28])=[CH:24][C:23]=3[F:29])[N:7]=[C:8]([NH2:11])[S:9][CH2:10][C@@H:5]2[CH2:4]1, predict the reactants needed to synthesize it. The reactants are: [F:1][CH:2]([F:30])[C@@H:3]1[O:21][CH2:20][C@:6]2([C:22]3[CH:27]=[CH:26][C:25]([F:28])=[CH:24][C:23]=3[F:29])[N:7]=[C:8]([NH:11]C(=O)C3C=CC=CC=3)[S:9][CH2:10][C@@H:5]2[CH2:4]1.FC1C=C(F)C=CC=1[C@]12CO[C@@H](CF)C[C@H]1[C@@H](C)SC(NC(=O)C1C=CC=CC=1)=N2.FC1C=C(F)C=CC=1[C@]12CO[C@@H](CF)C[C@H]1[C@@H](C)SC(N)=N2. (2) Given the product [C:31]([C@H:28]1[CH2:29][CH2:30][C@H:25]([O:24][C:20]2[CH:19]=[C:18]3[C:23](=[CH:22][CH:21]=2)[N:15]([C:13](=[O:14])[CH2:12][NH:11][CH2:10][CH2:9][P:4](=[O:3])([OH:8])[OH:5])[CH2:16][CH2:17]3)[CH2:26][CH2:27]1)([CH3:34])([CH3:32])[CH3:33], predict the reactants needed to synthesize it. The reactants are: C([O:3][P:4]([CH2:9][CH2:10][NH:11][CH2:12][C:13]([N:15]1[C:23]2[C:18](=[CH:19][C:20]([O:24][CH:25]3[CH2:30][CH2:29][CH:28]([C:31]([CH3:34])([CH3:33])[CH3:32])[CH2:27][CH2:26]3)=[CH:21][CH:22]=2)[CH2:17][CH2:16]1)=[O:14])(=[O:8])[O:5]CC)C.Br[Si](C)(C)C. (3) Given the product [CH3:8][N:6]([CH3:7])[CH2:5]/[CH:4]=[CH:42]/[C:41]([NH:40][C:38]1[N:37]=[CH:36][C:32]2[N:33]=[CH:34][N:35]=[C:30]([NH:29][C:25]3[CH:24]=[C:23]4[C:28](=[CH:27][CH:26]=3)[N:20]([CH2:19][C:18]3[CH:52]=[CH:53][CH:54]=[C:16]([F:15])[CH:17]=3)[N:21]=[CH:22]4)[C:31]=2[CH:39]=1)=[O:51], predict the reactants needed to synthesize it. The reactants are: C(O[CH:4](OCC)[CH2:5][N:6]([CH3:8])[CH3:7])C.Cl.[OH-].[K+].[F:15][C:16]1[CH:17]=[C:18]([CH:52]=[CH:53][CH:54]=1)[CH2:19][N:20]1[C:28]2[C:23](=[CH:24][C:25]([NH:29][C:30]3[C:31]4[CH:39]=[C:38]([NH:40][C:41](=[O:51])[CH2:42]P(=O)(OCC)OCC)[N:37]=[CH:36][C:32]=4[N:33]=[CH:34][N:35]=3)=[CH:26][CH:27]=2)[CH:22]=[N:21]1.[Li+].[Cl-]. (4) Given the product [Cl:1][C:2]1[CH:7]=[CH:6][C:5]([C:8](=[O:27])[CH2:9][CH2:10][C:11]2[CH:26]=[CH:25][C:14]([C:15]([NH:17][CH:18]3[CH2:23][CH2:22][CH:21]([OH:24])[CH2:20][CH2:19]3)=[O:16])=[CH:13][CH:12]=2)=[C:4]([NH:28][C:29]2[CH:34]=[CH:33][CH:32]=[CH:31][CH:30]=2)[CH:3]=1, predict the reactants needed to synthesize it. The reactants are: [Cl:1][C:2]1[CH:7]=[CH:6][C:5]([C:8](=[O:27])/[CH:9]=[CH:10]/[C:11]2[CH:26]=[CH:25][C:14]([C:15]([NH:17][CH:18]3[CH2:23][CH2:22][CH:21]([OH:24])[CH2:20][CH2:19]3)=[O:16])=[CH:13][CH:12]=2)=[C:4]([NH:28][C:29]2[CH:34]=[CH:33][CH:32]=[CH:31][CH:30]=2)[CH:3]=1.C1COCC1.CC(C)=O. (5) Given the product [C:1]([O:5][C:6](=[O:28])[NH:7][C:8]1[C@:9]([CH3:27])([C:23]([F:26])([F:25])[F:24])[O:10][CH2:11][C@:12]([C:15]2[CH:20]=[C:19]([NH:21][C:37]([C:34]3[C:33]([CH3:40])=[CH:32][C:31]([C:29]#[N:30])=[CH:36][N:35]=3)=[O:38])[CH:18]=[CH:17][C:16]=2[F:22])([CH3:14])[N:13]=1)([CH3:2])([CH3:3])[CH3:4], predict the reactants needed to synthesize it. The reactants are: [C:1]([O:5][C:6](=[O:28])[NH:7][C:8]1[C@:9]([CH3:27])([C:23]([F:26])([F:25])[F:24])[O:10][CH2:11][C@:12]([C:15]2[CH:20]=[C:19]([NH2:21])[CH:18]=[CH:17][C:16]=2[F:22])([CH3:14])[N:13]=1)([CH3:4])([CH3:3])[CH3:2].[C:29]([C:31]1[CH:32]=[C:33]([CH3:40])[C:34]([C:37](O)=[O:38])=[N:35][CH:36]=1)#[N:30].C(Cl)CCl.C1C=NC2N(O)N=NC=2C=1.C([O-])(O)=O.[Na+]. (6) Given the product [F:1][C:2]([F:12])([F:13])[C:3]([O:5][CH2:6][CH2:7][O:8][CH2:9][CH2:10][CH2:11][Si:14]([Cl:17])([Cl:16])[Cl:15])=[O:4], predict the reactants needed to synthesize it. The reactants are: [F:1][C:2]([F:13])([F:12])[C:3]([O:5][CH2:6][CH2:7][O:8][CH2:9][CH:10]=[CH2:11])=[O:4].[SiH:14]([Cl:17])([Cl:16])[Cl:15]. (7) Given the product [CH2:1]([N:8]1[CH2:17][CH2:16][C:15]2[C:14]([NH:27][C:24]3[CH:25]=[CH:26][C:21]([C:20]([F:19])([F:28])[F:29])=[CH:22][CH:23]=3)=[N:13][CH:12]=[N:11][C:10]=2[CH2:9]1)[C:2]1[CH:7]=[CH:6][CH:5]=[CH:4][CH:3]=1, predict the reactants needed to synthesize it. The reactants are: [CH2:1]([N:8]1[CH2:17][CH2:16][C:15]2[C:14](Cl)=[N:13][CH:12]=[N:11][C:10]=2[CH2:9]1)[C:2]1[CH:7]=[CH:6][CH:5]=[CH:4][CH:3]=1.[F:19][C:20]([F:29])([F:28])[C:21]1[CH:26]=[CH:25][C:24]([NH2:27])=[CH:23][CH:22]=1.